Task: Predict the reaction yield, written as a fraction of the theoretical maximum amount of product (1.0 means a 100% yield; for example, 0.34 means a 34% yield).. Dataset: Reaction yield outcomes from USPTO patents with 853,638 reactions (1) The reactants are [CH3:1][C:2]1[C:3]([C:13]2[CH:14]=[C:15]3[C:20](=[CH:21][CH:22]=2)[N:19]=[C:18]([NH:23][CH3:24])[N:17]=[CH:16]3)=[C:4]2[C:9](=[CH:10][CH:11]=1)[C:8](=O)[NH:7][CH:6]=[CH:5]2.O=P(Cl)(Cl)[Cl:27]. No catalyst specified. The product is [Cl:27][C:8]1[C:9]2[C:4](=[C:3]([C:13]3[CH:14]=[C:15]4[C:20](=[CH:21][CH:22]=3)[N:19]=[C:18]([NH:23][CH3:24])[N:17]=[CH:16]4)[C:2]([CH3:1])=[CH:11][CH:10]=2)[CH:5]=[CH:6][N:7]=1. The yield is 0.680. (2) The reactants are [OH:1][C:2]1[CH:7]=[CH:6][C:5]([N:8]=[N:9][C:10]2[CH:15]=[CH:14][C:13]([S:16]([CH3:19])(=[O:18])=[O:17])=[CH:12][CH:11]=2)=[CH:4][CH:3]=1.[CH:20]1C(O)=CC=CC=1C.[OH-].[K+].CC(O)=O. The catalyst is C1COCC1. The product is [OH:1][C:2]1[CH:7]=[CH:6][C:5]([N:8]=[N:9][C:10]2[CH:15]=[CH:14][C:13]([S:16]([CH3:19])(=[O:18])=[O:17])=[CH:12][CH:11]=2)=[C:4]([CH3:20])[CH:3]=1. The yield is 0.580. (3) The reactants are N[C@@H:2]1[C@@H:7]([O:8][CH2:9][C:10]2[CH:15]=[CH:14][CH:13]=[CH:12][CH:11]=2)[C@H:6]([O:16][CH2:17][C:18]2[CH:23]=[CH:22][CH:21]=[CH:20][CH:19]=2)[C@@H:5]([CH2:24][O:25][CH2:26][C:27]2[CH:32]=[CH:31][CH:30]=[CH:29][CH:28]=2)[O:4][C@H:3]1[O:33][C@@H:34]1[C@@H:47]([CH2:48][O:49][CH2:50][C:51]2[CH:56]=[CH:55][CH:54]=[CH:53][CH:52]=2)[O:46][C@H:37]([O:38][CH2:39][C:40]2[CH:45]=[CH:44][CH:43]=[CH:42][CH:41]=2)[C@H:36]([NH:57][C:58](=[O:60])[CH3:59])[C@H:35]1[O:61][CH2:62][CH:63]=[CH2:64].[Cl:65][C:66]([Cl:73])([Cl:72])[CH2:67][O:68][C:69](Cl)=[O:70].ClCCl.CO.ClCCl.[N:82]1C=CC=CC=1. The catalyst is CN(C)C1C=CN=CC=1. The product is [CH2:9]([O:8][C@H:7]1[C@H:6]([O:16][CH2:17][C:18]2[CH:19]=[CH:20][CH:21]=[CH:22][CH:23]=2)[C@@H:5]([CH2:24][O:25][CH2:26][C:27]2[CH:28]=[CH:29][CH:30]=[CH:31][CH:32]=2)[O:4][C@@:3]([NH2:82])([O:33][C@@H:34]2[C@@H:47]([CH2:48][O:49][CH2:50][C:51]3[CH:56]=[CH:55][CH:54]=[CH:53][CH:52]=3)[O:46][C@H:37]([O:38][CH2:39][C:40]3[CH:45]=[CH:44][CH:43]=[CH:42][CH:41]=3)[C@H:36]([NH:57][C:58](=[O:60])[CH3:59])[C@H:35]2[O:61][CH2:62][CH:63]=[CH2:64])[C@@H:2]1[C:69]([O:68][CH2:67][C:66]([Cl:73])([Cl:72])[Cl:65])=[O:70])[C:10]1[CH:15]=[CH:14][CH:13]=[CH:12][CH:11]=1. The yield is 0.740. (4) The reactants are [N+:1]([O-:4])(O)=[O:2].[Cl:5][C:6]1[C:11]([CH3:12])=[CH:10][C:9]([OH:13])=[C:8]([CH:14]([CH3:16])[CH3:15])[CH:7]=1. The catalyst is C(#N)C.O. The product is [Cl:5][C:6]1[CH:7]=[C:8]([CH:14]([CH3:15])[CH3:16])[C:9]([OH:13])=[C:10]([N+:1]([O-:4])=[O:2])[C:11]=1[CH3:12]. The yield is 0.830.